From a dataset of Catalyst prediction with 721,799 reactions and 888 catalyst types from USPTO. Predict which catalyst facilitates the given reaction. Reactant: CCCC[N+](CCCC)(CCCC)CCCC.[F-].[F:19][C:20]1[C:28]([C:29]([O:31][CH3:32])=[O:30])=[CH:27][CH:26]=[C:25]2[C:21]=1[CH:22]=[CH:23][N:24]2[Si](C(C)C)(C(C)C)C(C)C. Product: [F:19][C:20]1[C:28]([C:29]([O:31][CH3:32])=[O:30])=[CH:27][CH:26]=[C:25]2[C:21]=1[CH:22]=[CH:23][NH:24]2. The catalyst class is: 49.